From a dataset of Reaction yield outcomes from USPTO patents with 853,638 reactions. Predict the reaction yield, written as a fraction of the theoretical maximum amount of product (1.0 means a 100% yield; for example, 0.34 means a 34% yield). The yield is 0.740. The reactants are [CH:1]([C:4]1[CH:9]=[CH:8][CH:7]=[CH:6][N+:5]=1[O-])([CH3:3])[CH3:2].[C:11]([Si](C)(C)C)#[N:12].C(N(CC)C(Cl)=O)C.C(=O)([O-])[O-].[K+].[K+]. The catalyst is ClCCCl. The product is [C:11]([C:6]1[CH:7]=[CH:8][CH:9]=[C:4]([CH:1]([CH3:3])[CH3:2])[N:5]=1)#[N:12].